From a dataset of Forward reaction prediction with 1.9M reactions from USPTO patents (1976-2016). Predict the product of the given reaction. (1) Given the reactants F[B-](F)(F)F.[O:6]=[N+:7]=[O:8].[C:9]([C:13]1[CH:14]=[CH:15][C:16]([OH:21])=[C:17]([CH:20]=1)[CH:18]=[O:19])([CH3:12])([CH3:11])[CH3:10].C(OCC)(=O)C.C([O-])(O)=O.[Na+], predict the reaction product. The product is: [C:9]([C:13]1[CH:14]=[C:15]([N+:7]([O-:8])=[O:6])[C:16]([OH:21])=[C:17]([CH:20]=1)[CH:18]=[O:19])([CH3:12])([CH3:10])[CH3:11]. (2) Given the reactants [Cl:1][Si](C)(C)C.C([O:10][C:11](=[O:30])[C@@H:12]([NH:22]C(OC(C)(C)C)=O)[CH2:13][CH:14]([S:19][S:20][CH3:21])[CH2:15][N:16]=[N+:17]=[N-:18])(C)(C)C, predict the reaction product. The product is: [ClH:1].[NH2:22][C@@H:12]([CH2:13][CH:14]([S:19][S:20][CH3:21])[CH2:15][N:16]=[N+:17]=[N-:18])[C:11]([OH:30])=[O:10].